From a dataset of Forward reaction prediction with 1.9M reactions from USPTO patents (1976-2016). Predict the product of the given reaction. (1) Given the reactants [OH-].[K+].C(O)C.C([O:8][C:9](=[O:32])[C:10]([N:16]([CH3:31])[C:17]([C:19]1[CH:24]=[CH:23][C:22]([C:25]2[CH:30]=[CH:29][CH:28]=[CH:27][CH:26]=2)=[CH:21][CH:20]=1)=[O:18])([CH3:15])[C:11]([NH:13][CH3:14])=[O:12])C.S([O-])(O)(=O)=O.[K+], predict the reaction product. The product is: [C:9]([C:10]([N:16]([CH3:31])[C:17]([C:19]1[CH:20]=[CH:21][C:22]([C:25]2[CH:30]=[CH:29][CH:28]=[CH:27][CH:26]=2)=[CH:23][CH:24]=1)=[O:18])([CH3:15])[C:11]([NH:13][CH3:14])=[O:12])([OH:32])=[O:8]. (2) The product is: [C:1]([O:32][C:27]1[CH:28]=[CH:29][CH:30]=[CH:31][C:26]=1[C:22]1[N:21]=[C:20]([C:18]2[CH:17]=[CH:16][CH:15]=[C:14]([C:8]3[CH:9]=[CH:10][CH:11]=[CH:12][CH:13]=3)[N:19]=2)[CH:25]=[CH:24][CH:23]=1)(=[O:3])[CH3:2]. Given the reactants [C:1](OC(=O)C)(=[O:3])[CH3:2].[C:8]1([C:14]2[N:19]=[C:18]([C:20]3[CH:25]=[CH:24][CH:23]=[C:22]([C:26]4[CH:31]=[CH:30][CH:29]=[CH:28][C:27]=4[OH:32])[N:21]=3)[CH:17]=[CH:16][CH:15]=2)[CH:13]=[CH:12][CH:11]=[CH:10][CH:9]=1, predict the reaction product. (3) Given the reactants C[N:2](C)/[CH:3]=[CH:4]/[C:5]([C:7]1[C:12](=[O:13])[CH:11]=[CH:10][N:9]([C:14]2[CH:19]=[CH:18][CH:17]=[C:16]([S:20]([CH3:23])(=[O:22])=[O:21])[CH:15]=2)[N:8]=1)=O.[O:25]1[C:29]2[CH:30]=[CH:31][C:32]([NH:34]N)=[CH:33][C:28]=2[O:27][CH2:26]1.N([O-])=O.[Na+].[Sn](Cl)Cl, predict the reaction product. The product is: [O:25]1[C:29]2[CH:30]=[CH:31][C:32]([N:34]3[C:5]([C:7]4[C:12](=[O:13])[CH:11]=[CH:10][N:9]([C:14]5[CH:19]=[CH:18][CH:17]=[C:16]([S:20]([CH3:23])(=[O:22])=[O:21])[CH:15]=5)[N:8]=4)=[CH:4][CH:3]=[N:2]3)=[CH:33][C:28]=2[O:27][CH2:26]1.